This data is from Peptide-MHC class I binding affinity with 185,985 pairs from IEDB/IMGT. The task is: Regression. Given a peptide amino acid sequence and an MHC pseudo amino acid sequence, predict their binding affinity value. This is MHC class I binding data. The MHC is HLA-A68:01 with pseudo-sequence HLA-A68:01. The peptide sequence is IFPANINDK. The binding affinity (normalized) is 0.345.